This data is from Full USPTO retrosynthesis dataset with 1.9M reactions from patents (1976-2016). The task is: Predict the reactants needed to synthesize the given product. Given the product [CH:30]1([C@H:28]([NH:10][CH2:9][C:7]2[N:6]=[N:5][N:4]([CH2:3][C:44]([N:42]([CH3:43])[CH3:41])=[O:45])[CH:8]=2)[CH3:29])[CH2:33][CH2:32][CH2:31]1, predict the reactants needed to synthesize it. The reactants are: NC(=O)[CH2:3][N:4]1[CH:8]=[C:7]([CH2:9][N:10]([C@@H:28]([CH:30]2[CH2:33][CH2:32][CH2:31]2)[CH3:29])C(=O)OCC2C3C=CC=CC=3C3C2=CC=CC=3)[N:6]=[N:5]1.N1CCCCC1.[CH3:41][N:42]([CH:44]=[O:45])[CH3:43].